Task: Predict the product of the given reaction.. Dataset: Forward reaction prediction with 1.9M reactions from USPTO patents (1976-2016) (1) Given the reactants [Cl:1][C:2]1[CH:7]=[C:6]([C:8]#[C:9][Si](C)(C)C)[CH:5]=[CH:4][N:3]=1.[F:14][C:15]1[CH:20]=[CH:19][C:18]([N:21]2[CH:25]=[C:24](I)[N:23]=[C:22]2[CH:27]([CH3:29])[CH3:28])=[CH:17][CH:16]=1.[C:30]([OH:37])(=[O:36])/[CH:31]=[CH:32]/[C:33]([OH:35])=[O:34], predict the reaction product. The product is: [C:30]([OH:37])(=[O:36])/[CH:31]=[CH:32]/[C:33]([OH:35])=[O:34].[Cl:1][C:2]1[CH:7]=[C:6]([C:8]#[C:9][C:24]2[N:23]=[C:22]([CH:27]([CH3:29])[CH3:28])[N:21]([C:18]3[CH:19]=[CH:20][C:15]([F:14])=[CH:16][CH:17]=3)[CH:25]=2)[CH:5]=[CH:4][N:3]=1. (2) Given the reactants B(Br)(Br)Br.[Cl:5][C:6]1[CH:11]=[C:10]([O:12]C)[C:9]([Cl:14])=[CH:8][C:7]=1[CH2:15][C:16]([OH:18])=[O:17].[CH3:19]O, predict the reaction product. The product is: [Cl:5][C:6]1[CH:11]=[C:10]([OH:12])[C:9]([Cl:14])=[CH:8][C:7]=1[CH2:15][C:16]([O:18][CH3:19])=[O:17].